Dataset: Peptide-MHC class I binding affinity with 185,985 pairs from IEDB/IMGT. Task: Regression. Given a peptide amino acid sequence and an MHC pseudo amino acid sequence, predict their binding affinity value. This is MHC class I binding data. (1) The binding affinity (normalized) is 0.0847. The MHC is HLA-A26:01 with pseudo-sequence HLA-A26:01. The peptide sequence is KLWTSISCA. (2) The binding affinity (normalized) is 0.945. The MHC is HLA-A11:01 with pseudo-sequence HLA-A11:01. The peptide sequence is LIIGPMFSGK. (3) The peptide sequence is MPGTFQTTTG. The MHC is HLA-B53:01 with pseudo-sequence HLA-B53:01. The binding affinity (normalized) is 0.440.